Dataset: Catalyst prediction with 721,799 reactions and 888 catalyst types from USPTO. Task: Predict which catalyst facilitates the given reaction. Reactant: [CH2:1]([O:3][C:4]([C:6]1[NH:7][C:8]([CH3:21])=[C:9]([C:12]2[CH:17]=[CH:16][C:15]([C:18]([OH:20])=O)=[CH:14][CH:13]=2)[C:10]=1[CH3:11])=[O:5])[CH3:2].[Br:22][C:23]1[CH:28]=[CH:27][C:26]([NH2:29])=[C:25]([F:30])[CH:24]=1.CN([P+](ON1N=NC2C=CC=CC1=2)(N(C)C)N(C)C)C.F[P-](F)(F)(F)(F)F.CCN(C(C)C)C(C)C. Product: [CH2:1]([O:3][C:4]([C:6]1[NH:7][C:8]([CH3:21])=[C:9]([C:12]2[CH:13]=[CH:14][C:15]([C:18](=[O:20])[NH:29][C:26]3[CH:27]=[CH:28][C:23]([Br:22])=[CH:24][C:25]=3[F:30])=[CH:16][CH:17]=2)[C:10]=1[CH3:11])=[O:5])[CH3:2]. The catalyst class is: 3.